From a dataset of Full USPTO retrosynthesis dataset with 1.9M reactions from patents (1976-2016). Predict the reactants needed to synthesize the given product. Given the product [Cl:21][C:2]1[N:7]=[C:6]2[CH2:8][CH2:9][O:10][CH2:11][C:5]2=[CH:4][C:3]=1[C:12]#[N:13], predict the reactants needed to synthesize it. The reactants are: O=[C:2]1[NH:7][C:6]2[CH2:8][CH2:9][O:10][CH2:11][C:5]=2[CH:4]=[C:3]1[C:12]#[N:13].C(=O)([O-])O.[Na+].P(Cl)(Cl)([Cl:21])=O.